From a dataset of Catalyst prediction with 721,799 reactions and 888 catalyst types from USPTO. Predict which catalyst facilitates the given reaction. (1) The catalyst class is: 18. Product: [F:1][C:2]1[CH:3]=[CH:4][C:5]([C:8]2[O:9][C:10]3[CH:21]=[C:20]([N+:22]([O-:24])=[O:23])[C:19]([C:25]4[CH:26]=[CH:27][C:28]([O:34][CH3:35])=[C:29]([CH:33]=4)[C:30]([NH:46][C:43]4([C:38]5[N:39]=[CH:40][CH:41]=[CH:42][N:37]=5)[CH2:45][CH2:44]4)=[O:32])=[CH:18][C:11]=3[C:12]=2[C:13]2[NH:14][CH:15]=[CH:16][N:17]=2)=[CH:6][CH:7]=1. Reactant: [F:1][C:2]1[CH:7]=[CH:6][C:5]([C:8]2[O:9][C:10]3[CH:21]=[C:20]([N+:22]([O-:24])=[O:23])[C:19]([C:25]4[CH:26]=[CH:27][C:28]([O:34][CH3:35])=[C:29]([CH:33]=4)[C:30]([OH:32])=O)=[CH:18][C:11]=3[C:12]=2[C:13]2[NH:14][CH:15]=[CH:16][N:17]=2)=[CH:4][CH:3]=1.Cl.[N:37]1[CH:42]=[CH:41][CH:40]=[N:39][C:38]=1[C:43]1([NH2:46])[CH2:45][CH2:44]1.C(N(CC)CC)C.CN([P+](ON1N=NC2C=CC=CC1=2)(N(C)C)N(C)C)C.F[P-](F)(F)(F)(F)F. (2) Reactant: [OH:1][C:2]([C:5]1[CH:6]=[CH:7][C:8]2[C:9]3[N:30]=[CH:29][C:28]([C:31]4[N:35]([CH3:36])[N:34]=[N:33][C:32]=4[NH:37][C:38](=O)OC(C)(C)C)=[CH:27][C:10]=3[N:11]([C@H:14]([C:21]3[CH:26]=[CH:25][CH:24]=[CH:23][CH:22]=3)[CH:15]3[CH2:20][CH2:19][O:18][CH2:17][CH2:16]3)[C:12]=2[CH:13]=1)([CH3:4])[CH3:3].[H-].[Na+].IC. Product: [CH3:36][N:35]1[C:31]([C:28]2[CH:29]=[N:30][C:9]3[C:8]4[CH:7]=[CH:6][C:5]([C:2]([OH:1])([CH3:4])[CH3:3])=[CH:13][C:12]=4[N:11]([C@@H:14]([CH:15]4[CH2:16][CH2:17][O:18][CH2:19][CH2:20]4)[C:21]4[CH:22]=[CH:23][CH:24]=[CH:25][CH:26]=4)[C:10]=3[CH:27]=2)=[C:32]([NH:37][CH3:38])[N:33]=[N:34]1. The catalyst class is: 3. (3) Reactant: [OH:1][N:2]=[CH:3][C:4]1[N:5]=[C:6]([CH:9]2[CH2:14][CH2:13][N:12]([C:15]([O:17][C:18]([CH3:21])([CH3:20])[CH3:19])=[O:16])[CH2:11][CH2:10]2)[S:7][CH:8]=1.[CH:22]1([CH2:28][O:29][C:30]2[CH:35]=[CH:34][CH:33]=[CH:32][C:31]=2[CH:36]=[CH2:37])[CH2:27][CH2:26][CH2:25][CH2:24][CH2:23]1.C(=O)([O-])O.[K+].ClN1C(=O)CCC1=O. Product: [CH:22]1([CH2:28][O:29][C:30]2[CH:35]=[CH:34][CH:33]=[CH:32][C:31]=2[CH:36]2[O:1][N:2]=[C:3]([C:4]3[N:5]=[C:6]([CH:9]4[CH2:10][CH2:11][N:12]([C:15]([O:17][C:18]([CH3:21])([CH3:20])[CH3:19])=[O:16])[CH2:13][CH2:14]4)[S:7][CH:8]=3)[CH2:37]2)[CH2:23][CH2:24][CH2:25][CH2:26][CH2:27]1. The catalyst class is: 84. (4) Reactant: N[C@H](C(O)=O)CC1C=CC=CC=1.[C:13]([CH:17]1[N:21]([CH3:22])[C:20](=[O:23])[CH2:19][N:18]1[C:24]([O:26][C:27]([CH3:30])([CH3:29])[CH3:28])=[O:25])([CH3:16])([CH3:15])[CH3:14].C(NC(C)C)(C)C.[Li]CCCC.C(OC(N1CC(=O)N(C)[C@@H]1C(C)(C)C)=O)(C)(C)C.Br[CH2:62][C:63]1[CH:68]=[CH:67][C:66]([O:69][CH3:70])=[CH:65][C:64]=1[I:71].[NH4+].[Cl-]. Product: [C:27]([O:26][C:24]([N:18]1[C@@H:19]([CH2:62][C:63]2[CH:68]=[CH:67][C:66]([O:69][CH3:70])=[CH:65][C:64]=2[I:71])[C:20](=[O:23])[N:21]([CH3:22])[C@@H:17]1[C:13]([CH3:16])([CH3:14])[CH3:15])=[O:25])([CH3:30])([CH3:29])[CH3:28]. The catalyst class is: 1.